Dataset: Merck oncology drug combination screen with 23,052 pairs across 39 cell lines. Task: Regression. Given two drug SMILES strings and cell line genomic features, predict the synergy score measuring deviation from expected non-interaction effect. (1) Drug 1: O=S1(=O)NC2(CN1CC(F)(F)F)C1CCC2Cc2cc(C=CCN3CCC(C(F)(F)F)CC3)ccc2C1. Drug 2: CN(Cc1cnc2nc(N)nc(N)c2n1)c1ccc(C(=O)NC(CCC(=O)O)C(=O)O)cc1. Cell line: NCIH23. Synergy scores: synergy=-9.67. (2) Drug 1: CCC1(O)CC2CN(CCc3c([nH]c4ccccc34)C(C(=O)OC)(c3cc4c(cc3OC)N(C)C3C(O)(C(=O)OC)C(OC(C)=O)C5(CC)C=CCN6CCC43C65)C2)C1. Drug 2: Cn1nnc2c(C(N)=O)ncn2c1=O. Cell line: T47D. Synergy scores: synergy=-135.